Dataset: Full USPTO retrosynthesis dataset with 1.9M reactions from patents (1976-2016). Task: Predict the reactants needed to synthesize the given product. (1) Given the product [Cl:14][C:11]1[CH:12]=[CH:13][C:8]2[CH2:7][O:24][C:15]3([CH2:20][CH2:19][CH2:18][N:17]4[CH:21]=[N:22][CH:23]=[C:16]34)[C:9]=2[CH:10]=1, predict the reactants needed to synthesize it. The reactants are: C([SiH2]O[C:7](C)(C)[C:8]1[CH:13]=[CH:12][C:11]([Cl:14])=[CH:10][C:9]=1[C:15]1([OH:24])[CH2:20][CH2:19][CH2:18][N:17]2[CH:21]=[N:22][CH:23]=[C:16]12)(C)(C)C.C(=O)(O)[O-].[Na+]. (2) Given the product [CH3:13][O:12][C:9]1[CH:10]=[CH:11][C:6]([CH2:5][NH:18][CH2:17][CH2:15][OH:16])=[CH:7][CH:8]=1, predict the reactants needed to synthesize it. The reactants are: C(O)(=O)C.[CH:5](=O)[C:6]1[CH:11]=[CH:10][C:9]([O:12][CH3:13])=[CH:8][CH:7]=1.[CH2:15]([CH2:17][NH2:18])[OH:16].C(O[BH-](OC(=O)C)OC(=O)C)(=O)C.[Na+]. (3) Given the product [Br:1][C:2]1[CH:7]=[CH:6][C:5]([C:8]([OH:10])=[O:15])=[CH:4][N:3]=1, predict the reactants needed to synthesize it. The reactants are: [Br:1][C:2]1[CH:7]=[CH:6][C:5]([CH3:8])=[CH:4][N:3]=1.[Mn]([O-])(=O)(=O)=[O:10].[K+].[OH2:15].